From a dataset of NCI-60 drug combinations with 297,098 pairs across 59 cell lines. Regression. Given two drug SMILES strings and cell line genomic features, predict the synergy score measuring deviation from expected non-interaction effect. (1) Drug 1: CCC1(CC2CC(C3=C(CCN(C2)C1)C4=CC=CC=C4N3)(C5=C(C=C6C(=C5)C78CCN9C7C(C=CC9)(C(C(C8N6C=O)(C(=O)OC)O)OC(=O)C)CC)OC)C(=O)OC)O.OS(=O)(=O)O. Drug 2: CC1CCC2CC(C(=CC=CC=CC(CC(C(=O)C(C(C(=CC(C(=O)CC(OC(=O)C3CCCCN3C(=O)C(=O)C1(O2)O)C(C)CC4CCC(C(C4)OC)OCCO)C)C)O)OC)C)C)C)OC. Cell line: SF-268. Synergy scores: CSS=29.2, Synergy_ZIP=-4.78, Synergy_Bliss=4.07, Synergy_Loewe=5.58, Synergy_HSA=7.04. (2) Drug 1: C1=C(C(=O)NC(=O)N1)F. Drug 2: CC1=C(C(CCC1)(C)C)C=CC(=CC=CC(=CC(=O)O)C)C. Cell line: SN12C. Synergy scores: CSS=16.5, Synergy_ZIP=-13.7, Synergy_Bliss=-9.73, Synergy_Loewe=-6.51, Synergy_HSA=-6.00.